This data is from Catalyst prediction with 721,799 reactions and 888 catalyst types from USPTO. The task is: Predict which catalyst facilitates the given reaction. (1) Reactant: Cl[C:2]1[N:3]=[C:4]([CH3:13])[CH:5]=[C:6]2[CH2:11][CH2:10][O:9][C:8](=[O:12])[C:7]=12.C([Sn](CCCC)(CCCC)[C:19]1[O:20][CH:21]=[CH:22][CH:23]=1)CCC.[F-].[K+].O. Product: [CH3:13][C:4]1[CH:5]=[C:6]2[CH2:11][CH2:10][O:9][C:8](=[O:12])[C:7]2=[C:2]([C:19]2[O:20][CH:21]=[CH:22][CH:23]=2)[N:3]=1. The catalyst class is: 109. (2) Reactant: [C:1]1([C@H:7]([NH:12][C:13](=[O:20])[C:14]2[CH:19]=[CH:18][CH:17]=[CH:16][CH:15]=2)[C@H:8]([OH:11])[CH:9]=[CH2:10])[CH:6]=[CH:5][CH:4]=[CH:3][CH:2]=1.CO[C:23]([CH3:25])=[CH2:24].C1(C)C=CC(S([O-])(=O)=O)=CC=1.[NH+]1C=CC=CC=1. Product: [CH:9]([C@H:8]1[O:11][C:23]([CH3:25])([CH3:24])[N:12]([C:13](=[O:20])[C:14]2[CH:15]=[CH:16][CH:17]=[CH:18][CH:19]=2)[C@H:7]1[C:1]1[CH:2]=[CH:3][CH:4]=[CH:5][CH:6]=1)=[CH2:10]. The catalyst class is: 451. (3) Product: [CH3:25][C:2]([CH3:1])([C:3]([N:26]1[CH2:31][CH2:30][O:29][CH2:28][CH2:27]1)=[O:4])[CH2:8][N:9]1[C:21]2[C:20]3[CH:19]=[CH:18][CH:17]=[CH:16][C:15]=3[N:14]=[CH:13][C:12]=2[N:11]=[C:10]1[CH2:22][CH2:23][CH3:24]. Reactant: [CH3:1][C:2]([CH3:25])([CH2:8][N:9]1[C:21]2[C:20]3[CH:19]=[CH:18][CH:17]=[CH:16][C:15]=3[N:14]=[CH:13][C:12]=2[N:11]=[C:10]1[CH2:22][CH2:23][CH3:24])[C:3](OCC)=[O:4].[NH:26]1[CH2:31][CH2:30][O:29][CH2:28][CH2:27]1.[OH-].[Na+].Cl.C(Cl)(=O)C(Cl)=O. The catalyst class is: 4. (4) Reactant: Cl[C:2]1[CH:7]=[N:6][CH:5]=[C:4]([Cl:8])[N:3]=1.C(N(CC)CC)C.[O:16]1[CH2:21][CH2:20][CH:19]([CH2:22][NH2:23])[CH2:18][CH2:17]1. Product: [Cl:8][C:4]1[N:3]=[C:2]([NH:23][CH2:22][CH:19]2[CH2:20][CH2:21][O:16][CH2:17][CH2:18]2)[CH:7]=[N:6][CH:5]=1. The catalyst class is: 197.